This data is from Forward reaction prediction with 1.9M reactions from USPTO patents (1976-2016). The task is: Predict the product of the given reaction. (1) Given the reactants [CH3:1][C:2]1[N:3]=[C:4]2[CH:12]=[CH:11][CH:10]=[C:9]3[N:5]2[C:6]=1[C:7](=[O:30])[N:8]3[CH2:13][CH2:14][CH2:15][CH2:16][CH2:17][CH2:18][N:19]1C(=O)C2=CC=CC=C2C1=O.NN, predict the reaction product. The product is: [NH2:19][CH2:18][CH2:17][CH2:16][CH2:15][CH2:14][CH2:13][N:8]1[C:9]2[N:5]3[C:4](=[N:3][C:2]([CH3:1])=[C:6]3[C:7]1=[O:30])[CH:12]=[CH:11][CH:10]=2. (2) Given the reactants [C:1]12([C:13]([O:15]C)=[O:14])[CH2:8][CH2:7][C:4]([C:9]([O:11][CH3:12])=[O:10])([CH2:5][CH2:6]1)[CH2:3][CH2:2]2.[Li+].[OH-], predict the reaction product. The product is: [CH3:12][O:11][C:9]([C:4]12[CH2:7][CH2:8][C:1]([C:13]([OH:15])=[O:14])([CH2:6][CH2:5]1)[CH2:2][CH2:3]2)=[O:10]. (3) Given the reactants Cl.[CH3:2][C@@H:3]1[CH2:7][CH2:6][CH2:5][N:4]1[CH2:8][CH2:9][C:10]1[CH:15]=[CH:14][C:13](B(O)O)=[CH:12][CH:11]=1.Cl[C:20]1[CH:25]=[CH:24][C:23]([C:26]([CH3:31])([CH3:30])[C:27]([OH:29])=[O:28])=[CH:22][CH:21]=1.C([O-])([O-])=O.[Na+].[Na+].Cl, predict the reaction product. The product is: [CH3:31][C:26]([C:23]1[CH:24]=[CH:25][C:20]([C:13]2[CH:14]=[CH:15][C:10]([CH2:9][CH2:8][N:4]3[CH2:5][CH2:6][CH2:7][C@H:3]3[CH3:2])=[CH:11][CH:12]=2)=[CH:21][CH:22]=1)([CH3:30])[C:27]([OH:29])=[O:28]. (4) The product is: [NH2:1][C:2]1[C:11]2[CH:10]=[CH:9][CH:8]=[C:7]([C:25]3[C:24]([CH3:36])=[N:23][N:22]([CH3:21])[CH:26]=3)[C:6]=2[N:5]=[C:4]2[CH2:13][N:14]([CH:17]3[CH2:20][CH2:19][CH2:18]3)[C:15](=[O:16])[C:3]=12. Given the reactants [NH2:1][C:2]1[C:11]2[CH:10]=[CH:9][CH:8]=[C:7](Br)[C:6]=2[N:5]=[C:4]2[CH2:13][N:14]([CH:17]3[CH2:20][CH2:19][CH2:18]3)[C:15](=[O:16])[C:3]=12.[CH3:21][N:22]1[CH:26]=[C:25](B2OC([CH2+])(C)C(C)(C)O2)[C:24]([CH3:36])=[N:23]1, predict the reaction product. (5) Given the reactants [F:1][C:2]1[CH:3]=[C:4]([CH2:10][C:11]([OH:13])=[O:12])[CH:5]=[CH:6][C:7]=1[S:8][CH3:9].[CH3:14][Si]([N-][Si](C)(C)C)(C)C.[Li+].CI.C(OCC)(=O)C.CCCCCC, predict the reaction product. The product is: [F:1][C:2]1[CH:3]=[C:4]([CH:10]([CH3:14])[C:11]([OH:13])=[O:12])[CH:5]=[CH:6][C:7]=1[S:8][CH3:9]. (6) Given the reactants Br[C:2]1[CH:3]=[C:4]([CH3:9])[C:5]([NH2:8])=[N:6][CH:7]=1.[CH3:10][C@H:11]1[CH2:16][CH2:15][C@H:14]([C:17]([N:19]([CH:32]([CH3:34])[CH3:33])[C:20]2[CH:21]=[C:22](B(O)O)[S:23][C:24]=2[C:25]([O:27][CH3:28])=[O:26])=[O:18])[CH2:13][CH2:12]1.C(=O)([O-])[O-].[Na+].[Na+], predict the reaction product. The product is: [NH2:8][C:5]1[N:6]=[CH:7][C:2]([C:22]2[S:23][C:24]([C:25]([O:27][CH3:28])=[O:26])=[C:20]([N:19]([C:17]([C@H:14]3[CH2:15][CH2:16][C@H:11]([CH3:10])[CH2:12][CH2:13]3)=[O:18])[CH:32]([CH3:34])[CH3:33])[CH:21]=2)=[CH:3][C:4]=1[CH3:9]. (7) Given the reactants C(OC(=O)[NH:7][C:8]1[CH:13]=[CH:12][C:11]([C:14]([F:17])([F:16])[F:15])=[CH:10][C:9]=1[NH:18][C:19](=[O:44])[CH2:20][C:21]([C:23]1[CH:28]=[CH:27][CH:26]=[C:25]([C:29]2[CH:34]=[C:33]([CH2:35][O:36]C3CCCCO3)[N:32]=[C:31]([CH3:43])[CH:30]=2)[CH:24]=1)=O)(C)(C)C.C(O)(C(F)(F)F)=O, predict the reaction product. The product is: [OH:36][CH2:35][C:33]1[CH:34]=[C:29]([C:25]2[CH:24]=[C:23]([C:21]3[CH2:20][C:19](=[O:44])[NH:18][C:9]4[CH:10]=[C:11]([C:14]([F:17])([F:15])[F:16])[CH:12]=[CH:13][C:8]=4[N:7]=3)[CH:28]=[CH:27][CH:26]=2)[CH:30]=[C:31]([CH3:43])[N:32]=1. (8) Given the reactants Br[C:2]1[N:7]=[CH:6][C:5]([C:8]([N:10]2[CH2:15][CH2:14][N:13]([C:16]3[C:21]([CH3:22])=[CH:20][C:19]([CH3:23])=[CH:18][N:17]=3)[CH2:12][CH2:11]2)=[O:9])=[CH:4][CH:3]=1.[CH3:24][O:25][C:26]1[CH:39]=[CH:38][C:29]([CH2:30][N:31]2[CH2:35][CH:34]([CH3:36])[NH:33][C:32]2=[O:37])=[CH:28][CH:27]=1, predict the reaction product. The product is: [CH3:22][C:21]1[C:16]([N:13]2[CH2:14][CH2:15][N:10]([C:8]([C:5]3[CH:4]=[CH:3][C:2]([N:33]4[CH:34]([CH3:36])[CH2:35][N:31]([CH2:30][C:29]5[CH:38]=[CH:39][C:26]([O:25][CH3:24])=[CH:27][CH:28]=5)[C:32]4=[O:37])=[N:7][CH:6]=3)=[O:9])[CH2:11][CH2:12]2)=[N:17][CH:18]=[C:19]([CH3:23])[CH:20]=1. (9) Given the reactants [NH2:1][C:2]1[CH:9]=[CH:8][C:5]([C:6]#[N:7])=[CH:4][C:3]=1[C:10]#[C:11][CH2:12][CH2:13][CH2:14][CH2:15][CH2:16][CH2:17][CH2:18][CH3:19].ClCCl, predict the reaction product. The product is: [CH2:12]([C:11]1[NH:1][C:2]2[C:3]([CH:10]=1)=[CH:4][C:5]([C:6]#[N:7])=[CH:8][CH:9]=2)[CH2:13][CH2:14][CH2:15][CH2:16][CH2:17][CH2:18][CH3:19].